This data is from Catalyst prediction with 721,799 reactions and 888 catalyst types from USPTO. The task is: Predict which catalyst facilitates the given reaction. (1) Reactant: [I:1][CH2:2][CH2:3][CH2:4][C:5]([C:7]1[CH:12]=[CH:11][C:10]([C:13]([CH3:18])([CH3:17])[C:14]([OH:16])=[O:15])=[CH:9][CH:8]=1)=[O:6].Cl. Product: [OH:6][CH:5]([C:7]1[CH:12]=[CH:11][C:10]([C:13]([CH3:18])([CH3:17])[C:14]([OH:16])=[O:15])=[CH:9][CH:8]=1)[CH2:4][CH2:3][CH2:2][I:1]. The catalyst class is: 5. (2) Reactant: S(Cl)(Cl)=O.C(OC([N:12]1[CH2:17][CH2:16][CH:15]([S:18]([C:20]2[CH:25]=[CH:24][C:23]([C:26]#[N:27])=[CH:22][CH:21]=2)=[O:19])[CH2:14][CH2:13]1)=O)(C)(C)C. Product: [NH:12]1[CH2:13][CH2:14][CH:15]([S:18]([C:20]2[CH:25]=[CH:24][C:23]([C:26]#[N:27])=[CH:22][CH:21]=2)=[O:19])[CH2:16][CH2:17]1. The catalyst class is: 5. (3) Product: [Cl:2][CH2:1][C@H:3]([OH:5])[CH2:4][N:16]1[CH2:17][CH2:18][N:13]([S:19]([CH3:7])(=[O:21])=[O:20])[CH2:14][CH2:15]1. The catalyst class is: 8. Reactant: [CH2:1]([C@@H:3]1[O:5][CH2:4]1)[Cl:2].F[C:7](F)(F)C(O)=O.[N:13]1([S:19](N)(=[O:21])=[O:20])[CH2:18][CH2:17][NH:16][CH2:15][CH2:14]1.